Dataset: Full USPTO retrosynthesis dataset with 1.9M reactions from patents (1976-2016). Task: Predict the reactants needed to synthesize the given product. (1) Given the product [N+:1]([C:4]1[CH:9]=[C:8]([N+:10]([O-:12])=[O:11])[CH:7]=[CH:6][C:5]=1[CH2:13][CH2:14][OH:15])([O-:3])=[O:2], predict the reactants needed to synthesize it. The reactants are: [N+:1]([C:4]1[CH:9]=[C:8]([N+:10]([O-:12])=[O:11])[CH:7]=[CH:6][C:5]=1[CH2:13][C:14](O)=[O:15])([O-:3])=[O:2].O.CCCCCC. (2) The reactants are: Cl[C:2]1[N:7]=[CH:6][C:5]2[N:8]=[C:9]([C:11]3[CH:16]=[CH:15][C:14]([O:17][CH2:18][CH:19]4[CH2:21][CH2:20]4)=[CH:13][CH:12]=3)[O:10][C:4]=2[CH:3]=1.[CH3:22][C@H:23]([NH:26][C:27](=[O:33])[O:28][C:29]([CH3:32])([CH3:31])[CH3:30])[C:24]#[CH:25].C(N(CC)CC)C.O. Given the product [CH:19]1([CH2:18][O:17][C:14]2[CH:15]=[CH:16][C:11]([C:9]3[O:10][C:4]4[CH:3]=[C:2]([C:25]#[C:24][C@@H:23]([NH:26][C:27](=[O:33])[O:28][C:29]([CH3:32])([CH3:31])[CH3:30])[CH3:22])[N:7]=[CH:6][C:5]=4[N:8]=3)=[CH:12][CH:13]=2)[CH2:21][CH2:20]1, predict the reactants needed to synthesize it. (3) Given the product [CH3:30][O:29][C:28](=[O:33])[CH:15]([C:7](=[O:14])[C:8]1[CH:9]=[CH:10][CH:11]=[CH:12][CH:13]=1)[CH2:16][C:17]([C:20]1[CH:25]=[C:24]([F:26])[CH:23]=[CH:22][C:21]=1[Br:27])([CH3:18])[CH3:19], predict the reactants needed to synthesize it. The reactants are: I([O-])(=O)(=O)=O.[Na+].[C:7]([CH:15]([C:28]1[O:29][CH:30]=CC=1)[CH2:16][C:17]([C:20]1[CH:25]=[C:24]([F:26])[CH:23]=[CH:22][C:21]=1[Br:27])([CH3:19])[CH3:18])(=[O:14])[C:8]1[CH:13]=[CH:12][CH:11]=[CH:10][CH:9]=1.[O-:33]S([O-])=O.[Na+].[Na+].C(O)(=O)CC(CC(O)=O)(C(O)=O)O.CI.C(=O)([O-])[O-].[Cs+].[Cs+]. (4) Given the product [Br:1][C:2]1[C:7]([CH3:8])=[CH:6][C:5]([O:9][CH2:28][C@@H:29]2[CH2:34][N:33]([CH3:35])[C:32]3[CH:36]=[CH:37][CH:38]=[CH:39][C:31]=3[O:30]2)=[CH:4][C:3]=1[CH3:10], predict the reactants needed to synthesize it. The reactants are: [Br:1][C:2]1[C:7]([CH3:8])=[CH:6][C:5]([OH:9])=[CH:4][C:3]=1[CH3:10].C(=O)([O-])[O-].[K+].[K+].CC1C=CC(S(O[CH2:28][C@@H:29]2[CH2:34][N:33]([CH3:35])[C:32]3[CH:36]=[CH:37][CH:38]=[CH:39][C:31]=3[O:30]2)(=O)=O)=CC=1.O. (5) Given the product [CH3:10][C:5]1[CH:6]=[C:24]([CH3:25])[CH:8]=[C:9]2[C:4]=1[C:3]([C:14]([OH:17])=[O:15])=[CH:2][NH:1]2, predict the reactants needed to synthesize it. The reactants are: [NH:1]1[C:9]2[C:4](=[CH:5][CH:6]=C[CH:8]=2)[CH:3]=[CH:2]1.[CH3:10]B(O)O.[C:14]([O-:17])([O-])=[O:15].[Cs+].[Cs+].O1[CH2:25][CH2:24]OCC1.